This data is from NCI-60 drug combinations with 297,098 pairs across 59 cell lines. The task is: Regression. Given two drug SMILES strings and cell line genomic features, predict the synergy score measuring deviation from expected non-interaction effect. (1) Cell line: EKVX. Synergy scores: CSS=0.149, Synergy_ZIP=-2.40, Synergy_Bliss=-3.26, Synergy_Loewe=-7.66, Synergy_HSA=-4.35. Drug 1: C1CC(=O)NC(=O)C1N2C(=O)C3=CC=CC=C3C2=O. Drug 2: CCC1(C2=C(COC1=O)C(=O)N3CC4=CC5=C(C=CC(=C5CN(C)C)O)N=C4C3=C2)O.Cl. (2) Drug 1: CCCCCOC(=O)NC1=NC(=O)N(C=C1F)C2C(C(C(O2)C)O)O. Drug 2: COC1=C2C(=CC3=C1OC=C3)C=CC(=O)O2. Cell line: RXF 393. Synergy scores: CSS=-1.11, Synergy_ZIP=4.07, Synergy_Bliss=7.20, Synergy_Loewe=1.51, Synergy_HSA=0.737.